From a dataset of Forward reaction prediction with 1.9M reactions from USPTO patents (1976-2016). Predict the product of the given reaction. Given the reactants [H-].[Al+3].[Li+].[H-].[H-].[H-].[Cl:7][C:8]1[CH:13]=[C:12]([Cl:14])[CH:11]=[CH:10][C:9]=1[S:15]([NH:18][C:19]1[CH:20]=[C:21]([C:28]([S:31][C:32]2[CH:37]=[CH:36][C:35]([S:38]([N:41]3[CH2:46][CH2:45][CH2:44][CH2:43][CH2:42]3)(=[O:40])=[O:39])=[CH:34][CH:33]=2)=[CH:29][N:30]=1)[C:22](N(OC)C)=[O:23])(=[O:17])=[O:16].C([O-])(O)=O.[Na+], predict the reaction product. The product is: [Cl:7][C:8]1[CH:13]=[C:12]([Cl:14])[CH:11]=[CH:10][C:9]=1[S:15]([NH:18][C:19]1[CH:20]=[C:21]([CH:22]=[O:23])[C:28]([S:31][C:32]2[CH:33]=[CH:34][C:35]([S:38]([N:41]3[CH2:46][CH2:45][CH2:44][CH2:43][CH2:42]3)(=[O:40])=[O:39])=[CH:36][CH:37]=2)=[CH:29][N:30]=1)(=[O:17])=[O:16].